From a dataset of Full USPTO retrosynthesis dataset with 1.9M reactions from patents (1976-2016). Predict the reactants needed to synthesize the given product. (1) Given the product [CH2:25]([O:24][CH:19]([CH2:18][C:15]1[CH:14]=[CH:13][C:12]([O:11][CH2:10][CH2:9][NH:8][C:6]([O:5][C:1]([CH3:3])([CH3:4])[CH3:2])=[O:7])=[CH:17][CH:16]=1)[C:20]([O:22][CH3:23])=[O:21])[C:26]1[CH:31]=[CH:30][CH:29]=[CH:28][CH:27]=1, predict the reactants needed to synthesize it. The reactants are: [C:1]([O:5][C:6]([NH:8][CH2:9][CH2:10][O:11][C:12]1[CH:17]=[CH:16][C:15]([CH2:18][CH:19]([OH:24])[C:20]([O:22][CH3:23])=[O:21])=[CH:14][CH:13]=1)=[O:7])([CH3:4])([CH3:3])[CH3:2].[CH2:25](Br)[C:26]1[CH:31]=[CH:30][CH:29]=[CH:28][CH:27]=1.[H-]. (2) Given the product [F:25][CH:24]([F:27])[O:61][C:65]1[CH:66]=[CH:33][CH:34]=[C:35]2[C:64]=1[CH2:63][CH2:37][N:36]2[C:57](=[O:59])[CH2:56][C:44]1[N:43]([CH3:42])[C:48](=[O:49])[CH:47]=[C:46]([N:50]2[CH2:51][CH2:52][O:53][CH2:54][CH2:55]2)[N:45]=1, predict the reactants needed to synthesize it. The reactants are: N1(C2N=C(CC(=O)N3C4C(=C([C:24]([F:27])(F)[F:25])C=CC=4)CC3)NC(=O)C=2)CCOCC1.Cl.CN(C)[CH2:33][CH2:34][CH2:35][N:36]=[C:37]=NCC.[CH3:42][N:43]1[C:48](=[O:49])[CH:47]=[C:46]([N:50]2[CH2:55][CH2:54][O:53][CH2:52][CH2:51]2)[N:45]=[C:44]1[CH2:56][C:57]([O-:59])=O.[Na+].[OH2:61].N1C=[CH:66][CH:65]=[CH:64][CH:63]=1. (3) Given the product [C:29]([C:26]1[CH:27]=[CH:28][C:23]([O:22][CH2:21][C:18]2[CH:19]=[CH:20][C:15]([NH:14][C:12](=[O:13])[NH:11][C:7]3[CH:6]=[C:5]([CH:10]=[CH:9][CH:8]=3)[C:4]([OH:36])=[O:3])=[CH:16][CH:17]=2)=[C:24]([CH2:33][CH2:34][CH3:35])[C:25]=1[OH:32])(=[O:31])[CH3:30], predict the reactants needed to synthesize it. The reactants are: C([O:3][C:4](=[O:36])[C:5]1[CH:10]=[CH:9][CH:8]=[C:7]([NH:11][C:12]([NH:14][C:15]2[CH:20]=[CH:19][C:18]([CH2:21][O:22][C:23]3[CH:28]=[CH:27][C:26]([C:29](=[O:31])[CH3:30])=[C:25]([OH:32])[C:24]=3[CH2:33][CH2:34][CH3:35])=[CH:17][CH:16]=2)=[O:13])[CH:6]=1)C.O1CCCC1.[OH-].[Na+].Cl. (4) Given the product [F:26][C:27]1[CH:32]=[CH:31][C:30]([C:2]2[N:6]([S:7]([C:10]3[CH:11]=[N:12][CH:13]=[CH:14][CH:15]=3)(=[O:9])=[O:8])[CH:5]=[C:4]([CH2:16][N:17]([CH3:25])[C:18](=[O:24])[O:19][C:20]([CH3:23])([CH3:22])[CH3:21])[CH:3]=2)=[C:29]([CH3:36])[CH:28]=1, predict the reactants needed to synthesize it. The reactants are: Br[C:2]1[N:6]([S:7]([C:10]2[CH:11]=[N:12][CH:13]=[CH:14][CH:15]=2)(=[O:9])=[O:8])[CH:5]=[C:4]([CH2:16][N:17]([CH3:25])[C:18](=[O:24])[O:19][C:20]([CH3:23])([CH3:22])[CH3:21])[CH:3]=1.[F:26][C:27]1[CH:32]=[CH:31][C:30](B(O)O)=[C:29]([CH3:36])[CH:28]=1.C(=O)([O-])[O-].[Na+].[Na+]. (5) Given the product [CH3:2][O:3][C:4]([C:6]1[S:7][C:8]([C:12]#[C:13][C:14]([CH3:17])([CH3:16])[CH3:15])=[CH:9][C:10]=1[NH:11][CH:28]1[CH2:29][CH:26]([O:25][CH2:18][C:19]2[CH:24]=[CH:23][CH:22]=[CH:21][CH:20]=2)[CH2:27]1)=[O:5], predict the reactants needed to synthesize it. The reactants are: Cl.[CH3:2][O:3][C:4]([C:6]1[S:7][C:8]([C:12]#[C:13][C:14]([CH3:17])([CH3:16])[CH3:15])=[CH:9][C:10]=1[NH2:11])=[O:5].[CH2:18]([O:25][CH:26]1[CH2:29][C:28](=O)[CH2:27]1)[C:19]1[CH:24]=[CH:23][CH:22]=[CH:21][CH:20]=1.C(O[BH-](OC(=O)C)OC(=O)C)(=O)C.[Na+].